This data is from Forward reaction prediction with 1.9M reactions from USPTO patents (1976-2016). The task is: Predict the product of the given reaction. (1) Given the reactants [NH2:1][C:2]1[C:7]([C:8]#[N:9])=[CH:6][C:5]([F:10])=[CH:4][N:3]=1.C(N(CC)CC)C.Cl.[NH2:19][OH:20], predict the reaction product. The product is: [NH2:1][C:2]1[N:3]=[CH:4][C:5]([F:10])=[CH:6][C:7]=1[C:8]([NH:19][OH:20])=[NH:9]. (2) Given the reactants C(N)CCC.Br[CH:7]=[C:8]1[CH2:13][CH2:12][N:11]([C:14]([O:16][C:17]([CH3:20])([CH3:19])[CH3:18])=[O:15])[CH2:10][CH2:9]1.[CH:21]#[C:22][CH2:23][CH2:24][CH2:25][CH3:26], predict the reaction product. The product is: [CH:7](=[C:8]1[CH2:13][CH2:12][N:11]([C:14]([O:16][C:17]([CH3:20])([CH3:19])[CH3:18])=[O:15])[CH2:10][CH2:9]1)[C:21]#[C:22][CH2:23][CH2:24][CH2:25][CH3:26]. (3) Given the reactants [CH3:1][O:2][C:3]([C:5]1[N:6]([CH2:23][C:24]2[CH:29]=[CH:28][C:27]([NH2:30])=[CH:26][CH:25]=2)[C:7](=[O:22])[C:8]2[C:13]([C:14]=1[C:15]1[CH:20]=[CH:19][CH:18]=[CH:17][CH:16]=1)=[CH:12][C:11]([Br:21])=[CH:10][CH:9]=2)=[O:4].[CH3:31][O:32][C:33](=[O:43])[C:34]1[CH:42]=[CH:41][C:37]([C:38](O)=[O:39])=[CH:36][CH:35]=1.ON1C2C=CC=CC=2N=N1.C(N=C=NCCCN(C)C)C, predict the reaction product. The product is: [CH3:1][O:2][C:3]([C:5]1[N:6]([CH2:23][C:24]2[CH:25]=[CH:26][C:27]([NH:30][C:38](=[O:39])[C:37]3[CH:36]=[CH:35][C:34]([C:33]([O:32][CH3:31])=[O:43])=[CH:42][CH:41]=3)=[CH:28][CH:29]=2)[C:7](=[O:22])[C:8]2[C:13]([C:14]=1[C:15]1[CH:16]=[CH:17][CH:18]=[CH:19][CH:20]=1)=[CH:12][C:11]([Br:21])=[CH:10][CH:9]=2)=[O:4]. (4) Given the reactants [C:1]([O:4][C:5]1[CH:15]=[CH:14][CH:13]=[CH:12][C:6]=1[C:7]([O:9][CH2:10]Cl)=[O:8])(=[O:3])[CH3:2].[N+:16]([O:19][CH2:20][CH2:21][CH2:22][O:23][C:24]1[CH:32]=[CH:31][C:27]([C:28]([OH:30])=[O:29])=[CH:26][CH:25]=1)([O-:18])=[O:17].CCN(CC)CC, predict the reaction product. The product is: [C:1]([O:4][C:5]1[CH:15]=[CH:14][CH:13]=[CH:12][C:6]=1[C:7]([O:9][CH2:10][O:30][C:28](=[O:29])[C:27]1[CH:26]=[CH:25][C:24]([O:23][CH2:22][CH2:21][CH2:20][O:19][N+:16]([O-:18])=[O:17])=[CH:32][CH:31]=1)=[O:8])(=[O:3])[CH3:2]. (5) Given the reactants [CH:1]1([NH:4][C:5]([N:7]2[C:15]3[C:10](=[CH:11][C:12]([O:16][C:17]4[CH:22]=[CH:21][N:20]=[C:19]([N:23](C(C5CC5)=O)[C:24]([CH:26]5[CH2:28][CH2:27]5)=[O:25])[CH:18]=4)=[CH:13][CH:14]=3)[CH:9]=[CH:8]2)=[O:6])[CH2:3][CH2:2]1.[Cl-].[NH4+].CN(C)C=O, predict the reaction product. The product is: [CH:1]1([NH:4][C:5]([N:7]2[C:15]3[C:10](=[CH:11][C:12]([O:16][C:17]4[CH:22]=[CH:21][N:20]=[C:19]([NH:23][C:24]([CH:26]5[CH2:28][CH2:27]5)=[O:25])[CH:18]=4)=[CH:13][CH:14]=3)[CH:9]=[CH:8]2)=[O:6])[CH2:3][CH2:2]1. (6) Given the reactants C([O:3][C:4]([C:6]1[NH:7][C:8]([CH3:32])=[C:9]([C:12](=[O:31])[C:13](=[O:30])[N:14]2[CH2:19][CH2:18][N:17]([C:20]3[CH:25]=[CH:24][CH:23]=[C:22]([C:26]([F:29])([F:28])[F:27])[CH:21]=3)[CH2:16][CH2:15]2)[C:10]=1[CH3:11])=[O:5])C.O, predict the reaction product. The product is: [CH3:11][C:10]1[C:9]([C:12](=[O:31])[C:13](=[O:30])[N:14]2[CH2:15][CH2:16][N:17]([C:20]3[CH:25]=[CH:24][CH:23]=[C:22]([C:26]([F:28])([F:29])[F:27])[CH:21]=3)[CH2:18][CH2:19]2)=[C:8]([CH3:32])[NH:7][C:6]=1[C:4]([OH:5])=[O:3]. (7) Given the reactants C(P(=O)(OCC)OCC)#N.[F:11][C:12]1[CH:13]=[C:14]([C@H:18]2[CH2:23][CH2:22][CH2:21][C@@H:20]([CH:24]=[CH2:25])[NH:19]2)[CH:15]=[CH:16][CH:17]=1.[CH:26]([CH2:28][C:29](O)=[O:30])=[CH2:27].Cl, predict the reaction product. The product is: [F:11][C:12]1[CH:13]=[C:14]([C@H:18]2[CH2:23][CH2:22][CH2:21][C@@H:20]([CH:24]=[CH2:25])[N:19]2[C:29](=[O:30])[CH2:28][CH:26]=[CH2:27])[CH:15]=[CH:16][CH:17]=1. (8) Given the reactants [CH2:1]([N:8]1[C:17](=[O:18])[C:16]2[C:11](=[CH:12][C:13]([Cl:19])=[CH:14][CH:15]=2)[N:10]=[C:9]1[CH:20]([N:24]([CH2:34][C:35](=O)[CH2:36][CH2:37][N:38]1[C:46](=[O:47])[C:45]2[C:40](=[CH:41][CH:42]=[CH:43][CH:44]=2)[C:39]1=[O:48])[C:25](=O)[C:26]1[CH:31]=[CH:30][C:29]([CH3:32])=[CH:28][CH:27]=1)[CH:21]([CH3:23])[CH3:22])[C:2]1[CH:7]=[CH:6][CH:5]=[CH:4][CH:3]=1.C([O-])(=O)C.[NH4+:54], predict the reaction product. The product is: [CH2:1]([N:8]1[C:17](=[O:18])[C:16]2[C:11](=[CH:12][C:13]([Cl:19])=[CH:14][CH:15]=2)[N:10]=[C:9]1[CH:20]([N:24]1[CH:34]=[C:35]([CH2:36][CH2:37][N:38]2[C:46](=[O:47])[C:45]3[C:40](=[CH:41][CH:42]=[CH:43][CH:44]=3)[C:39]2=[O:48])[N:54]=[C:25]1[C:26]1[CH:27]=[CH:28][C:29]([CH3:32])=[CH:30][CH:31]=1)[CH:21]([CH3:23])[CH3:22])[C:2]1[CH:3]=[CH:4][CH:5]=[CH:6][CH:7]=1. (9) Given the reactants I[C:2]1[CH:3]=[C:4]([CH3:19])[C:5]2[S:16](=[O:18])(=[O:17])[CH2:15][CH2:14][C:9]3([O:13][CH2:12][CH2:11][O:10]3)[C:6]=2[C:7]=1C.[OH:20][C:21]1[CH:30]=[CH:29][C:24]([C:25]([O:27][CH3:28])=[O:26])=[CH:23][CH:22]=1.C(N([CH2:36][CH3:37])CC)C.[C]=[O:39], predict the reaction product. The product is: [CH3:2][C:7]1[C:6]2[C:9]3([CH2:14][CH2:15][S:16](=[O:18])(=[O:17])[C:5]=2[C:4]([CH3:19])=[CH:3][C:37]=1[C:36]([O:20][C:21]1[CH:22]=[CH:23][C:24]([C:25]([O:27][CH3:28])=[O:26])=[CH:29][CH:30]=1)=[O:39])[O:13][CH2:12][CH2:11][O:10]3.